This data is from Full USPTO retrosynthesis dataset with 1.9M reactions from patents (1976-2016). The task is: Predict the reactants needed to synthesize the given product. (1) Given the product [CH2:1]([O:8][C:9]([N:11]1[CH2:12][CH2:13][CH:14]([C:17](=[O:18])[CH2:19][CH:27]([C:38]2[CH:39]=[CH:40][C:41]([O:44][CH3:45])=[CH:42][CH:43]=2)[C:28]([C:30]2[CH:31]=[CH:32][C:33]([O:36][CH3:37])=[CH:34][CH:35]=2)=[O:29])[CH2:15][CH2:16]1)=[O:10])[C:2]1[CH:7]=[CH:6][CH:5]=[CH:4][CH:3]=1, predict the reactants needed to synthesize it. The reactants are: [CH2:1]([O:8][C:9]([N:11]1[CH2:16][CH2:15][CH:14]([C:17]([CH:19]([CH:27]([C:38]2[CH:43]=[CH:42][C:41]([O:44][CH3:45])=[CH:40][CH:39]=2)[C:28]([C:30]2[CH:35]=[CH:34][C:33]([O:36][CH3:37])=[CH:32][CH:31]=2)=[O:29])C(OC(C)(C)C)=O)=[O:18])[CH2:13][CH2:12]1)=[O:10])[C:2]1[CH:7]=[CH:6][CH:5]=[CH:4][CH:3]=1.FC(F)(F)C(O)=O. (2) Given the product [CH3:1][O:2][C:3]1[C:8]([O:9][CH3:10])=[CH:7][CH:6]=[CH:5][C:4]=1[O:11][C:13]1[CH:18]=[C:17]([F:19])[CH:16]=[CH:15][C:14]=1[N+:20]([O-:22])=[O:21].[CH3:23][O:24][C:25]1[C:39]([O:40][CH3:41])=[CH:38][CH:37]=[CH:36][C:26]=1[O:27][C:28]1[CH:34]=[C:33]([F:35])[CH:32]=[CH:31][C:29]=1[NH:30][C:4]([NH:42][C:43]1[S:44][CH:45]=[CH:46][N:47]=1)=[O:11], predict the reactants needed to synthesize it. The reactants are: [CH3:1][O:2][C:3]1[C:8]([O:9][CH3:10])=[CH:7][CH:6]=[CH:5][C:4]=1[OH:11].F[C:13]1[CH:18]=[C:17]([F:19])[CH:16]=[CH:15][C:14]=1[N+:20]([O-:22])=[O:21].[CH3:23][O:24][C:25]1[C:39]([O:40][CH3:41])=[CH:38][CH:37]=[CH:36][C:26]=1[O:27][C:28]1[CH:34]=[C:33]([F:35])[CH:32]=[CH:31][C:29]=1[NH2:30].[NH2:42][C:43]1[S:44][CH:45]=[CH:46][N:47]=1. (3) Given the product [C:1]([C:5]1[CH:9]=[C:8]([CH2:10][NH:11][C:37]([NH:36][C:33]2[CH:34]=[N:35][C:30]([NH:29][CH2:28][CH2:27][OH:26])=[CH:31][CH:32]=2)=[O:38])[N:7]([C:12]2[CH:17]=[CH:16][CH:15]=[C:14]([Cl:18])[CH:13]=2)[N:6]=1)([CH3:4])([CH3:2])[CH3:3], predict the reactants needed to synthesize it. The reactants are: [C:1]([C:5]1[CH:9]=[C:8]([CH2:10][NH2:11])[N:7]([C:12]2[CH:17]=[CH:16][CH:15]=[C:14]([Cl:18])[CH:13]=2)[N:6]=1)([CH3:4])([CH3:3])[CH3:2].C(N(CC)CC)C.[OH:26][CH2:27][CH2:28][NH:29][C:30]1[N:35]=[CH:34][C:33]([NH:36][C:37](=O)[O:38]C2C=CC=CC=2)=[CH:32][CH:31]=1. (4) Given the product [N+:8]([C:3]1[CH:4]=[CH:5][CH:6]=[CH:7][C:2]=1[O:13][CH2:12][CH2:11][OH:14])([O-:10])=[O:9], predict the reactants needed to synthesize it. The reactants are: F[C:2]1[CH:7]=[CH:6][CH:5]=[CH:4][C:3]=1[N+:8]([O-:10])=[O:9].[CH2:11]([OH:14])[CH2:12][OH:13].C([O-])([O-])=O.[K+].[K+]. (5) Given the product [CH2:6]([N:13]1[CH2:27][C:15]2([CH2:19][CH2:18][CH2:17][N:16]2[C:20]([O:22][C:23]([CH3:26])([CH3:25])[CH3:24])=[O:21])[CH2:14]1)[C:7]1[CH:12]=[CH:11][CH:10]=[CH:9][CH:8]=1, predict the reactants needed to synthesize it. The reactants are: C(Br)(Br)(Br)Br.[CH2:6]([NH:13][CH2:14][C:15]1([CH2:27]O)[CH2:19][CH2:18][CH2:17][N:16]1[C:20]([O:22][C:23]([CH3:26])([CH3:25])[CH3:24])=[O:21])[C:7]1[CH:12]=[CH:11][CH:10]=[CH:9][CH:8]=1.C1(P(C2C=CC=CC=2)C2C=CC=CC=2)C=CC=CC=1.C(N(CC)CC)C.